Dataset: Forward reaction prediction with 1.9M reactions from USPTO patents (1976-2016). Task: Predict the product of the given reaction. (1) Given the reactants [NH2:1][C:2]1[N:7]=[C:6]([N:8]2[CH2:13][CH:12]=[CH:11][CH2:10][CH2:9]2)[CH:5]=[C:4]([NH2:14])[N:3]=1.[N:15]([O-])=[O:16].[Na+], predict the reaction product. The product is: [N:15]([C:5]1[C:6]([N:8]2[CH2:9][CH:10]=[CH:11][CH2:12][CH2:13]2)=[N:7][C:2]([NH2:1])=[N:3][C:4]=1[NH2:14])=[O:16]. (2) Given the reactants [Cl:1][C:2]1[N:7]=[C:6](Cl)[CH:5]=[CH:4][N:3]=1.[F:9][C:10]1[CH:15]=[C:14]([N+:16]([O-:18])=[O:17])[CH:13]=[CH:12][C:11]=1[OH:19].C([O-])(O)=O.[Na+], predict the reaction product. The product is: [Cl:1][C:2]1[N:7]=[C:6]([O:19][C:11]2[CH:12]=[CH:13][C:14]([N+:16]([O-:18])=[O:17])=[CH:15][C:10]=2[F:9])[CH:5]=[CH:4][N:3]=1.